This data is from Experimentally validated miRNA-target interactions with 360,000+ pairs, plus equal number of negative samples. The task is: Binary Classification. Given a miRNA mature sequence and a target amino acid sequence, predict their likelihood of interaction. The miRNA is mmu-miR-155-5p with sequence UUAAUGCUAAUUGUGAUAGGGGU. The protein sequence of the target gene is MKAADEPAYLTVGTDVSAKYRGAFCEAKIKTVKRLVKVKVLLKQDNTTQLVQDDQVKGPLRVGAIVETRTSDGSIQEAIISKLTDASWYTVVFDDGDERTLRRTSLCLKGERHFAESETLDQLPLTNPEHFGTPVIAKKTNRGRRSSLPITEDEKEEESSEEEDEDKRRLNDELLGKVVSVASTAESTGWYPALVVSPSCNDDVTVKKDQCLVRSFIDSKFYSIARKDIKELDILTLPESELCARPGLRRASVFLKGRIVPDNWKMDISEILESSSSDDEECPAEEHEEEKEKEAKKEEE.... Result: 1 (interaction).